Predict the product of the given reaction. From a dataset of Forward reaction prediction with 1.9M reactions from USPTO patents (1976-2016). (1) Given the reactants [H-].[Na+].[CH3:3][C:4]1[NH:5][C:6]2[CH:12]=[CH:11][CH:10]=[CH:9][C:7]=2[N:8]=1.Br[CH2:14][CH2:15][CH2:16][CH:17]=[C:18]([C:25]1[CH:30]=[CH:29][CH:28]=[CH:27][CH:26]=1)[C:19]1[CH:24]=[CH:23][CH:22]=[CH:21][CH:20]=1, predict the reaction product. The product is: [C:19]1([C:18]([C:25]2[CH:26]=[CH:27][CH:28]=[CH:29][CH:30]=2)=[CH:17][CH2:16][CH2:15][CH2:14][N:5]2[C:6]3[CH:12]=[CH:11][CH:10]=[CH:9][C:7]=3[N:8]=[C:4]2[CH3:3])[CH:24]=[CH:23][CH:22]=[CH:21][CH:20]=1. (2) Given the reactants [Br:1][C:2]1[C:3]2[N:11]([CH2:12][CH3:13])[C:10]([C:14]3[C:15]([NH2:19])=[N:16][O:17][N:18]=3)=[N:9][C:4]=2[C:5]([Cl:8])=[N:6][CH:7]=1.[C:20](O[C:20]([O:22][C:23]([CH3:26])([CH3:25])[CH3:24])=[O:21])([O:22][C:23]([CH3:26])([CH3:25])[CH3:24])=[O:21], predict the reaction product. The product is: [Br:1][C:2]1[C:3]2[N:11]([CH2:12][CH3:13])[C:10]([C:14]3[C:15]([NH:19][C:20](=[O:21])[O:22][C:23]([CH3:26])([CH3:25])[CH3:24])=[N:16][O:17][N:18]=3)=[N:9][C:4]=2[C:5]([Cl:8])=[N:6][CH:7]=1. (3) Given the reactants C(OC([N:8](C(OC(C)(C)C)=O)[C:9]1[N:10]=[CH:11][C:12]([C:20]([O:22][CH3:23])=[O:21])=[N:13][C:14]=1[O:15][CH2:16][CH:17]1[CH2:19][CH2:18]1)=O)(C)(C)C.O, predict the reaction product. The product is: [CH3:23][O:22][C:20]([C:12]1[CH:11]=[N:10][C:9]([NH2:8])=[C:14]([O:15][CH2:16][CH:17]2[CH2:19][CH2:18]2)[N:13]=1)=[O:21]. (4) Given the reactants Cl[C:2]1[C:11]2[CH2:10][CH2:9][CH2:8][CH2:7][C:6]=2[N:5]=[C:4]([NH2:12])[N:3]=1.C(N(CC)CC)C.Cl.[CH2:21]([O:23][C:24](=[O:31])[CH:25]([CH2:27][CH:28]([CH3:30])[CH3:29])[NH2:26])[CH3:22], predict the reaction product. The product is: [CH2:21]([O:23][C:24](=[O:31])[CH:25]([NH:26][C:2]1[C:11]2[CH2:10][CH2:9][CH2:8][CH2:7][C:6]=2[N:5]=[C:4]([NH2:12])[N:3]=1)[CH2:27][CH:28]([CH3:29])[CH3:30])[CH3:22]. (5) Given the reactants [CH2:1]([O:3][C:4]1[CH:13]=[CH:12][C:11]([N+:14]([O-:16])=[O:15])=[CH:10][C:5]=1[C:6](OC)=[O:7])[CH3:2].[NH2:17][OH:18], predict the reaction product. The product is: [CH2:1]([O:3][C:4]1[CH:13]=[CH:12][C:11]([N+:14]([O-:16])=[O:15])=[CH:10][C:5]=1[C:6]([NH:17][OH:18])=[O:7])[CH3:2]. (6) Given the reactants [F:1][C:2]1[N:10]=[C:9]2[C:5]([N:6]=[CH:7][N:8]2C2CCCCO2)=[C:4]([NH:17][CH:18]([C:20]2[N:21]([C:32]3[CH:37]=[CH:36][CH:35]=[CH:34][CH:33]=3)[C:22](=[O:31])[C:23]3[C:28]([CH:29]=2)=[CH:27][CH:26]=[CH:25][C:24]=3[CH3:30])[CH3:19])[N:3]=1.C([O-])(O)=O.[Na+], predict the reaction product. The product is: [F:1][C:2]1[N:10]=[C:9]2[C:5]([N:6]=[CH:7][NH:8]2)=[C:4]([NH:17][CH:18]([C:20]2[N:21]([C:32]3[CH:37]=[CH:36][CH:35]=[CH:34][CH:33]=3)[C:22](=[O:31])[C:23]3[C:28]([CH:29]=2)=[CH:27][CH:26]=[CH:25][C:24]=3[CH3:30])[CH3:19])[N:3]=1. (7) Given the reactants [CH:1]1([N:6]2[CH2:12][C:11]3([CH2:14][CH2:13]3)[C:10](=[O:15])[N:9]([CH3:16])[C:8]3[CH:17]=[N:18][C:19]([NH:21][C:22]4[CH:30]=[CH:29][C:25]([C:26]([OH:28])=O)=[CH:24][C:23]=4[O:31][CH3:32])=[N:20][C:7]2=3)[CH2:5][CH2:4][CH2:3][CH2:2]1.CCN(C(C)C)C(C)C.CN(C(ON1N=NC2C=CC=CC1=2)=[N+](C)C)C.[B-](F)(F)(F)F.[CH2:64]([N:66]1[CH2:71][CH2:70][N:69]([CH:72]2[CH2:77][CH2:76][CH:75]([NH2:78])[CH2:74][CH2:73]2)[CH2:68][CH2:67]1)[CH3:65], predict the reaction product. The product is: [CH:1]1([N:6]2[CH2:12][C:11]3([CH2:13][CH2:14]3)[C:10](=[O:15])[N:9]([CH3:16])[C:8]3[CH:17]=[N:18][C:19]([NH:21][C:22]4[CH:30]=[CH:29][C:25]([C:26]([NH:78][C@H:75]5[CH2:74][CH2:73][C@H:72]([N:69]6[CH2:68][CH2:67][N:66]([CH2:64][CH3:65])[CH2:71][CH2:70]6)[CH2:77][CH2:76]5)=[O:28])=[CH:24][C:23]=4[O:31][CH3:32])=[N:20][C:7]2=3)[CH2:5][CH2:4][CH2:3][CH2:2]1.